From a dataset of Full USPTO retrosynthesis dataset with 1.9M reactions from patents (1976-2016). Predict the reactants needed to synthesize the given product. (1) Given the product [CH2:1]1[C:4]2([O:8][CH2:7][CH2:6][O:5]2)[CH2:3][CH:2]1[N:9]1[C:13]([CH3:14])=[C:12]([B:28]2[O:32][C:31]([CH3:34])([CH3:33])[C:30]([CH3:36])([CH3:35])[O:29]2)[CH:11]=[N:10]1, predict the reactants needed to synthesize it. The reactants are: [CH2:1]1[C:4]2([O:8][CH2:7][CH2:6][O:5]2)[CH2:3][CH:2]1[N:9]1[C:13]([CH3:14])=[C:12](I)[CH:11]=[N:10]1.C1COCC1.C([Mg]Cl)(C)C.CO[B:28]1[O:32][C:31]([CH3:34])([CH3:33])[C:30]([CH3:36])([CH3:35])[O:29]1.[NH4+].[Cl-]. (2) The reactants are: [Cl:1][C:2]1[CH:15]=[CH:14][CH:13]=[CH:12][C:3]=1[O:4][CH2:5][CH2:6][CH2:7][O:8][C:9](=[O:11])[CH3:10].[C:16]1(=[O:22])[O:21][C:19](=[O:20])[CH2:18][CH2:17]1.[Cl-].[Cl-].[Cl-].[Al+3].CCCCCC. Given the product [C:9]([O:8][CH2:7][CH2:6][CH2:5][O:4][C:3]1[CH:12]=[CH:13][C:14]([C:16](=[O:22])[CH2:17][CH2:18][C:19]([OH:21])=[O:20])=[CH:15][C:2]=1[Cl:1])(=[O:11])[CH3:10], predict the reactants needed to synthesize it. (3) Given the product [S:1]1[CH:5]=[CH:4][CH:3]=[C:2]1[CH2:6][CH2:7][CH2:8][O:9][CH2:10][CH2:11][N:12]1[C:24]2[C:23]3[CH:22]=[CH:21][CH:20]=[CH:19][C:18]=3[N:17]=[CH:16][C:15]=2[N:14]=[CH:13]1, predict the reactants needed to synthesize it. The reactants are: [S:1]1[CH:5]=[CH:4][CH:3]=[C:2]1[C:6]#[C:7][CH2:8][O:9][CH2:10][CH2:11][N:12]1[C:24]2[C:23]3[CH:22]=[CH:21][CH:20]=[CH:19][C:18]=3[N:17]=[CH:16][C:15]=2[N:14]=[CH:13]1. (4) Given the product [F:12][C:13]([F:21])([F:22])[C:14]1[CH:15]=[C:16]([NH:17][C:7](=[O:9])[C:6]2[CH:10]=[C:2]([Cl:1])[CH:3]=[CH:4][C:5]=2[OH:11])[CH:18]=[CH:19][CH:20]=1, predict the reactants needed to synthesize it. The reactants are: [Cl:1][C:2]1[CH:10]=[C:6]([C:7]([OH:9])=O)[C:5]([OH:11])=[CH:4][CH:3]=1.[F:12][C:13]([F:22])([F:21])[C:14]1[CH:15]=[C:16]([CH:18]=[CH:19][CH:20]=1)[NH2:17].P(Cl)(Cl)Cl.C(Cl)Cl. (5) The reactants are: [C:1]([C:4]1[CH:31]=[CH:30][C:7]([C:8]([NH:10][C:11]2[C:16]([CH3:17])=[CH:15][C:14]([C:18]([F:27])([C:23]([F:26])([F:25])[F:24])[C:19]([F:22])([F:21])[F:20])=[CH:13][C:12]=2[CH2:28][CH3:29])=[O:9])=[CH:6][CH:5]=1)(=O)[CH3:2].C([O-])(=O)C.[Na+].Cl.[NH2:38][OH:39]. Given the product [CH2:28]([C:12]1[CH:13]=[C:14]([C:18]([F:27])([C:19]([F:22])([F:20])[F:21])[C:23]([F:25])([F:24])[F:26])[CH:15]=[C:16]([CH3:17])[C:11]=1[NH:10][C:8](=[O:9])[C:7]1[CH:6]=[CH:5][C:4]([C:1](=[N:38][OH:39])[CH3:2])=[CH:31][CH:30]=1)[CH3:29], predict the reactants needed to synthesize it. (6) Given the product [CH3:18][N:19]([CH3:20])[C:14]([CH:10]1[CH2:11][CH2:12][CH2:13][NH:8][CH2:9]1)=[O:16], predict the reactants needed to synthesize it. The reactants are: C(OC([N:8]1[CH2:13][CH2:12][CH2:11][CH:10]([C:14]([OH:16])=O)[CH2:9]1)=O)(C)(C)C.Cl[C:18]1N=C(Cl)N=[C:20](OC)[N:19]=1.CN1CCOCC1.CNC.FC(F)(F)C(O)=O. (7) Given the product [NH2:1][C:2]1[C:12]2[C:11](=[O:13])[N:10]([C:14]3[CH:19]=[CH:18][C:17]([C@H:20]4[CH2:25][CH2:24][C@H:23]([CH2:26][C:27]5[N:29]([CH3:30])[C:31]([CH3:32])=[N:34][N:35]=5)[CH2:22][CH2:21]4)=[CH:16][CH:15]=3)[CH2:9][CH2:8][O:7][C:6]=2[N:5]=[CH:4][N:3]=1, predict the reactants needed to synthesize it. The reactants are: [NH2:1][C:2]1[C:12]2[C:11](=[O:13])[N:10]([C:14]3[CH:19]=[CH:18][C:17]([CH:20]4[CH2:25][CH2:24][CH:23]([CH2:26][C:27]([NH:29][CH3:30])=S)[CH2:22][CH2:21]4)=[CH:16][CH:15]=3)[CH2:9][CH2:8][O:7][C:6]=2[N:5]=[CH:4][N:3]=1.[C:31]([NH:34][NH2:35])(=O)[CH3:32]. (8) The reactants are: [CH2:1]([C:3]1[CH:4]=[C:5]([CH2:11][C@@H:12]([NH:16][C:17]([N:19]2[CH2:24][CH2:23][CH:22]([N:25]3[CH2:31][CH2:30][C:29]4[CH:32]=[CH:33][CH:34]=[CH:35][C:28]=4[NH:27][C:26]3=[O:36])[CH2:21][CH2:20]2)=[O:18])[C:13](O)=[O:14])[CH:6]=[CH:7][C:8]=1[CH2:9][CH3:10])[CH3:2].[NH:37]1[CH2:42][CH2:41][CH:40]([N:43]2[CH2:48][CH2:47][N:46]([C:49](=[O:51])[CH3:50])[CH2:45][CH2:44]2)[CH2:39][CH2:38]1. Given the product [C:49]([N:46]1[CH2:45][CH2:44][N:43]([CH:40]2[CH2:39][CH2:38][N:37]([C:13](=[O:14])[C@H:12]([NH:16][C:17]([N:19]3[CH2:20][CH2:21][CH:22]([N:25]4[CH2:31][CH2:30][C:29]5[CH:32]=[CH:33][CH:34]=[CH:35][C:28]=5[NH:27][C:26]4=[O:36])[CH2:23][CH2:24]3)=[O:18])[CH2:11][C:5]3[CH:6]=[CH:7][C:8]([CH2:9][CH3:10])=[C:3]([CH2:1][CH3:2])[CH:4]=3)[CH2:42][CH2:41]2)[CH2:48][CH2:47]1)(=[O:51])[CH3:50], predict the reactants needed to synthesize it. (9) Given the product [F:13][C:12]([F:15])([F:14])[CH2:11][C:9]1[S:8][C:4]2[N:5]=[CH:6][N:7]=[C:2]([NH:25][CH2:26][CH:27]3[CH2:32][CH2:31][N:30]([C:33]([O:35][C:36]([CH3:39])([CH3:38])[CH3:37])=[O:34])[CH2:29][CH2:28]3)[C:3]=2[CH:10]=1, predict the reactants needed to synthesize it. The reactants are: Cl[C:2]1[C:3]2[CH:10]=[C:9]([CH2:11][C:12]([F:15])([F:14])[F:13])[S:8][C:4]=2[N:5]=[CH:6][N:7]=1.C(N(CC)C(C)C)(C)C.[NH2:25][CH2:26][CH:27]1[CH2:32][CH2:31][N:30]([C:33]([O:35][C:36]([CH3:39])([CH3:38])[CH3:37])=[O:34])[CH2:29][CH2:28]1. (10) Given the product [CH:34]1[CH:35]=[CH:36][C:31]([C@@H:22]2[N:21]([C:19]([O:14][C@@H:8]3[CH:9]4[CH2:12][CH2:13][N:6]([CH2:11][CH2:10]4)[CH2:7]3)=[O:18])[CH2:30][CH2:29][C:28]3[CH:27]=[CH:26][CH:25]=[CH:24][C:23]2=3)=[CH:32][CH:33]=1, predict the reactants needed to synthesize it. The reactants are: CC(O)C.[Na].[N:6]12[CH2:13][CH2:12][CH:9]([CH2:10][CH2:11]1)[C@@H:8]([OH:14])[CH2:7]2.CC([O:18][C:19]([N:21]1[CH2:30][CH2:29][C:28]2[C:23](=[CH:24][CH:25]=[CH:26][CH:27]=2)[C@@H:22]1[C:31]1[CH:36]=[CH:35][CH:34]=[CH:33][CH:32]=1)=O)C.